This data is from Experimentally validated miRNA-target interactions with 360,000+ pairs, plus equal number of negative samples. The task is: Binary Classification. Given a miRNA mature sequence and a target amino acid sequence, predict their likelihood of interaction. (1) The miRNA is mmu-miR-669f-3p with sequence CAUAUACAUACACACACACGUAU. The protein sequence of the target gene is MVEMLPTVAVLVLAVSVVAKDNTTCDGPCGLRFRQNSQAGTRIVSGQSAQLGAWPWMVSLQIFTSHNSRRYHACGGSLLNSHWVLTAAHCFDNKKKVYDWRLVFGAQEIEYGRNKPVKEPQQERYVQKIVIHEKYNVVTEGNDIALLKITPPVTCGNFIGPCCLPHFKAGPPQIPHTCYVTGWGYIKEKAPRPSPVLMEARVDLIDLDLCNSTQWYNGRVTSTNVCAGYPEGKIDTCQGDSGGPLMCRDNVDSPFVVVGITSWGVGCARAKRPGVYTATWDYLDWIASKIGPNALHLIQP.... Result: 1 (interaction). (2) The miRNA is hsa-let-7a-3p with sequence CUAUACAAUCUACUGUCUUUC. The protein sequence of the target gene is MSWIPFKIGQPKKQIVPKTVERDFEREYGKLQQLEEQTRRLQKDMKKSTDADLAMSKSAVKISLDLLSNPLCEQDQDLLNMVTALDTAMKRMDAFNQEKVNQIQKTVIEPLKKFGSVFPSLNMAVKRREQALQDYRRLQAKVEKYEEKEKTGPVLAKLHQAREELRPVREDFEAKNRQLLEEMPRFYGSRLDYFQPSFESLIRAQVVYYSEMHKIFGDLSHQLDQPGHSDEQRERENEAKLSELRALSIVADD. Result: 0 (no interaction). (3) The miRNA is hsa-miR-6886-3p with sequence UGCCCUUCUCUCCUCCUGCCU. The protein sequence of the target gene is MKGGEGDTGEQAPLNPEVDSPAGSATYREFVHRGYLDLMGASQHSLRALSWRRLYLSRAKLKASSRTSALLSGFAMVAMVEVQLENDHEYPPGLLVAFSACTTVLVAVHLFALMVSTCLLPHIEAVSNIHNLNSVHQSPHQRLHRYVELAWGFSTALGTFLFLAEVVLVGWVKFVPIGAPMGKPAPVVPMSQVPPVTVSLSLASNLTPSSASITTSQQPSKACPPRQVCDSAHGPGWQAAMASTAIMVPVGLVFMAFALHFYRSLVAHKTDRHKQELEELSRLQGELQAV. Result: 0 (no interaction). (4) The miRNA is mmu-miR-129-2-3p with sequence AAGCCCUUACCCCAAAAAGCAU. The protein sequence of the target gene is MAPEDHEGATSLLQSFERRFLAARALPSFPWQSLEEKLKDPSGSELLLAILQRTVKHPVCVQHGPSVKYARCFLSKLIKKHEAVPTEPLDALYEALAEVLMTQESTQCHRSYLLPSGNSVTLSESTAIVSHGTTGLVTWDAALYLAEWAIENPAAFTDRTILELGSGAGLTGLAICKACCPRAYIFSDCHAQVLEQLRGNVLLNGFSLEPHTPIDAGSSKVTVAQLDWDEVTASQLSAFQADVVIAADVLYCWEMTLSLVRVLKMLEDCQRKSAPDVYVAYTIRSQDTGKLFIEELDRAG.... Result: 1 (interaction). (5) The miRNA is hsa-miR-4754 with sequence AUGCGGACCUGGGUUAGCGGAGU. The protein sequence of the target gene is MAVQAALLSTHPFVPFGFGGSPDGLGGAFGALDKGCCFEDDETGAPAGALLSGAEGGDVREATRDLLSFIDSASSNIKLALDKPGKSKRKVNHRKYLQKQIKRCSGLMGAAPPGPPSPSAADTPAKRPLAAPSAPTVAAPAHGKAAPRREASQAAAAASLQSRSLAALFDSLRHVPGGAEPAGGEVAAPAAGLGGAGTGGAGGDVAGPAGATAIPGARKVPLRARNLPPSFFTEPSRAGGGGCGPSGPDVSLGDLEKGAEAVEFFELLGPDYGAGTEAAVLLAAEPLDVFPAGASVLRGP.... Result: 0 (no interaction).